Dataset: Forward reaction prediction with 1.9M reactions from USPTO patents (1976-2016). Task: Predict the product of the given reaction. Given the reactants [Br:1][C:2]1[C:3](Cl)=[C:4]([N+:9]([O-:11])=[O:10])[C:5]([Cl:8])=[N:6][CH:7]=1.[NH3:13], predict the reaction product. The product is: [Br:1][C:2]1[C:3]([NH2:13])=[C:4]([N+:9]([O-:11])=[O:10])[C:5]([Cl:8])=[N:6][CH:7]=1.